Regression. Given two drug SMILES strings and cell line genomic features, predict the synergy score measuring deviation from expected non-interaction effect. From a dataset of NCI-60 drug combinations with 297,098 pairs across 59 cell lines. Drug 1: CCC1(CC2CC(C3=C(CCN(C2)C1)C4=CC=CC=C4N3)(C5=C(C=C6C(=C5)C78CCN9C7C(C=CC9)(C(C(C8N6C=O)(C(=O)OC)O)OC(=O)C)CC)OC)C(=O)OC)O.OS(=O)(=O)O. Drug 2: COC1=C2C(=CC3=C1OC=C3)C=CC(=O)O2. Cell line: SR. Synergy scores: CSS=-0.279, Synergy_ZIP=-14.3, Synergy_Bliss=-19.3, Synergy_Loewe=-69.1, Synergy_HSA=-22.1.